Dataset: Full USPTO retrosynthesis dataset with 1.9M reactions from patents (1976-2016). Task: Predict the reactants needed to synthesize the given product. Given the product [CH3:12][O:7][C:6](=[O:8])[C:5]1[CH:9]=[CH:10][C:2]([Cl:1])=[N:3][CH:4]=1, predict the reactants needed to synthesize it. The reactants are: [Cl:1][C:2]1[CH:10]=[CH:9][C:5]([C:6]([OH:8])=[O:7])=[CH:4][N:3]=1.Cl[C:12]([O-])=O.O=S(Cl)Cl.C1(OC(Cl)=O)C=CC=CC=1.ClC(OC1C=CC([N+]([O-])=O)=CC=1)=O.N=C=N.C1N=CN(C(N2C=NC=C2)=O)C=1.C1CCC(N=C=NC2CCCCC2)CC1.C1C=CC2N(O)N=NC=2C=1.ON1C(=O)CCC1=O.